Dataset: Peptide-MHC class II binding affinity with 134,281 pairs from IEDB. Task: Regression. Given a peptide amino acid sequence and an MHC pseudo amino acid sequence, predict their binding affinity value. This is MHC class II binding data. (1) The peptide sequence is PEIWHHLSTLIKQPD. The MHC is DRB1_0802 with pseudo-sequence DRB1_0802. The binding affinity (normalized) is 0.690. (2) The peptide sequence is IEKVDAAFKVAATAANAAPA. The MHC is HLA-DQA10501-DQB10201 with pseudo-sequence HLA-DQA10501-DQB10201. The binding affinity (normalized) is 0.458. (3) The MHC is DRB1_0802 with pseudo-sequence DRB1_0802. The peptide sequence is MAISGDDCVVKPIDDRF. The binding affinity (normalized) is 0.435. (4) The peptide sequence is FHEMNNGGDAMYMAL. The MHC is DRB1_0401 with pseudo-sequence DRB1_0401. The binding affinity (normalized) is 0.212.